Dataset: Full USPTO retrosynthesis dataset with 1.9M reactions from patents (1976-2016). Task: Predict the reactants needed to synthesize the given product. (1) Given the product [CH3:1][N:2]1[C:6]([CH2:7][NH:9][C:10]2[CH:15]=[CH:14][C:13]([C:16]([F:17])([F:18])[F:19])=[CH:12][CH:11]=2)=[CH:5][CH:4]=[N:3]1, predict the reactants needed to synthesize it. The reactants are: [CH3:1][N:2]1[C:6]([CH:7]=O)=[CH:5][CH:4]=[N:3]1.[NH2:9][C:10]1[CH:15]=[CH:14][C:13]([C:16]([F:19])([F:18])[F:17])=[CH:12][CH:11]=1.C(O[BH-](OC(=O)C)OC(=O)C)(=O)C.[Na+].C(=O)([O-])O.[Na+]. (2) Given the product [CH3:36][O:37][CH2:38][C:39]([NH:26][CH:2]([CH3:1])[CH:3]([C:20]1[CH:25]=[CH:24][CH:23]=[CH:22][CH:21]=1)[O:4][C:5]1[CH:6]=[C:7]2[C:11](=[CH:12][CH:13]=1)[N:10]([C:14]1[CH:19]=[CH:18][CH:17]=[CH:16][N:15]=1)[N:9]=[CH:8]2)=[O:40], predict the reactants needed to synthesize it. The reactants are: [CH3:1][CH:2]([NH2:26])[CH:3]([C:20]1[CH:25]=[CH:24][CH:23]=[CH:22][CH:21]=1)[O:4][C:5]1[CH:6]=[C:7]2[C:11](=[CH:12][CH:13]=1)[N:10]([C:14]1[CH:19]=[CH:18][CH:17]=[CH:16][N:15]=1)[N:9]=[CH:8]2.CCN(C(C)C)C(C)C.[CH3:36][O:37][CH2:38][C:39](Cl)=[O:40].